From a dataset of Catalyst prediction with 721,799 reactions and 888 catalyst types from USPTO. Predict which catalyst facilitates the given reaction. (1) Reactant: [H-].[Na+].[Si:3]([O:10][CH2:11][C@H:12]1[N:17]([C:18]([O:20][C:21]([CH3:24])([CH3:23])[CH3:22])=[O:19])[CH2:16][C@@H:15]([CH2:25][OH:26])[O:14][CH2:13]1)([C:6]([CH3:9])([CH3:8])[CH3:7])([CH3:5])[CH3:4].[F:27][C:28]1[CH:33]=[CH:32][CH:31]=[C:30]([N+:34]([O-:36])=[O:35])[C:29]=1F. Product: [Si:3]([O:10][CH2:11][C@H:12]1[N:17]([C:18]([O:20][C:21]([CH3:24])([CH3:23])[CH3:22])=[O:19])[CH2:16][C@@H:15]([CH2:25][O:26][C:29]2[C:30]([N+:34]([O-:36])=[O:35])=[CH:31][CH:32]=[CH:33][C:28]=2[F:27])[O:14][CH2:13]1)([C:6]([CH3:9])([CH3:7])[CH3:8])([CH3:5])[CH3:4]. The catalyst class is: 3. (2) Reactant: [C:1]1([CH2:7][C:8]([OH:10])=[O:9])[CH:6]=[CH:5][CH:4]=[CH:3][CH:2]=1.Br[CH2:12][C:13]([C:15]1[CH:20]=[C:19]([F:21])[C:18]([S:22][CH3:23])=[C:17]([F:24])[CH:16]=1)=O.C(N(C(C)C)CC)(C)C.N12CCCN=C1CCCCC2.Cl. Product: [F:24][C:17]1[CH:16]=[C:15]([C:13]2[CH2:12][O:9][C:8](=[O:10])[C:7]=2[C:1]2[CH:6]=[CH:5][CH:4]=[CH:3][CH:2]=2)[CH:20]=[C:19]([F:21])[C:18]=1[S:22][CH3:23]. The catalyst class is: 10. (3) Reactant: [CH2:1]([C@@:5]1([CH2:28][CH3:29])[NH:11][C@H:10]([C:12]2[CH:17]=[CH:16][CH:15]=[CH:14][CH:13]=2)[C:9]2[CH:18]=[C:19]([O:24][CH3:25])[C:20]([C:22]#N)=[CH:21][C:8]=2[S:7](=[O:27])(=[O:26])[CH2:6]1)[CH2:2][CH2:3][CH3:4].CC(C[AlH]CC(C)C)C.C1(C)C=CC=CC=1.CC[O:48]C(C)=O. Product: [CH2:1]([C@@:5]1([CH2:28][CH3:29])[NH:11][C@H:10]([C:12]2[CH:13]=[CH:14][CH:15]=[CH:16][CH:17]=2)[C:9]2[CH:18]=[C:19]([O:24][CH3:25])[C:20]([CH:22]=[O:48])=[CH:21][C:8]=2[S:7](=[O:27])(=[O:26])[CH2:6]1)[CH2:2][CH2:3][CH3:4]. The catalyst class is: 2. (4) Reactant: [CH3:1][C:2]1[NH:3][C:4]([C:14]2[CH:19]=[CH:18][CH:17]=[CH:16][C:15]=2[N+:20]([O-:22])=[O:21])=[CH:5][C:6]=1[C:7]([O:9]C(C)(C)C)=[O:8].Cl. Product: [CH3:1][C:2]1[NH:3][C:4]([C:14]2[CH:19]=[CH:18][CH:17]=[CH:16][C:15]=2[N+:20]([O-:22])=[O:21])=[CH:5][C:6]=1[C:7]([OH:9])=[O:8]. The catalyst class is: 12.